Dataset: hERG potassium channel inhibition data for cardiac toxicity prediction from Karim et al.. Task: Regression/Classification. Given a drug SMILES string, predict its toxicity properties. Task type varies by dataset: regression for continuous values (e.g., LD50, hERG inhibition percentage) or binary classification for toxic/non-toxic outcomes (e.g., AMES mutagenicity, cardiotoxicity, hepatotoxicity). Dataset: herg_karim. (1) The compound is Cc1cc(Nc2cc(N3CCN(C)CC3)nc(Sc3ccc(NC(=O)C4CC4)cc3)n2)n[nH]1. The result is 0 (non-blocker). (2) The molecule is O=C(O[C@@H]1Cc2c(O)cc(O)cc2O[C@@H]1c1cc(O)c(O)c(O)c1)c1cc(O)c(O)c(O)c1. The result is 1 (blocker). (3) The molecule is Cn1c(SCCCN2CC3CCN(c4ccccc4C(F)(F)F)C3C2)nnc1-c1ccncc1. The result is 1 (blocker). (4) The drug is Cc1nc(C)c(-c2nnc(SCCCN3CC[C@H]4C[C@@]4(c4ccc(C(F)(F)F)cc4)CC3)n2C)s1. The result is 1 (blocker). (5) The molecule is N#Cc1ccc(OCCN2CC3CN(CCNS(=O)(=O)c4ccc5c(c4)CCO5)CC(C2)O3)cc1. The result is 0 (non-blocker). (6) The compound is CC(c1ccncc1)c1c(CCN(C)C)sc2ccccc12. The result is 1 (blocker). (7) The molecule is Cc1ccc(-n2c(-c3ncccc3Cl)nc(CNC3CCCC3)c2C)cn1. The result is 0 (non-blocker). (8) The drug is Cc1ccc(CCN(C)CCOc2ccccc2)cc1. The result is 1 (blocker). (9) The molecule is CC[N+](CC)CC#CCOC(=O)C(O)(c1ccccc1)C1CCCCC1. The result is 0 (non-blocker).